This data is from Full USPTO retrosynthesis dataset with 1.9M reactions from patents (1976-2016). The task is: Predict the reactants needed to synthesize the given product. (1) Given the product [NH:22]1[C:30]2[C:25](=[CH:26][C:27]([NH:31][C:5]3[C:6]4[N:13]=[C:12]([C:14]([N:16]5[CH2:21][CH2:20][CH2:19][CH2:18][CH2:17]5)=[O:15])[S:11][C:7]=4[N:8]=[CH:9][N:10]=3)=[CH:28][CH:29]=2)[CH:24]=[N:23]1, predict the reactants needed to synthesize it. The reactants are: CS([C:5]1[C:6]2[N:13]=[C:12]([C:14]([N:16]3[CH2:21][CH2:20][CH2:19][CH2:18][CH2:17]3)=[O:15])[S:11][C:7]=2[N:8]=[CH:9][N:10]=1)(=O)=O.[NH:22]1[C:30]2[C:25](=[CH:26][C:27]([NH2:31])=[CH:28][CH:29]=2)[CH:24]=[N:23]1. (2) Given the product [I:1][C:2]1[CH:25]=[C:24]([I:26])[CH:23]=[C:22]([I:27])[C:3]=1[O:4][CH2:5][CH2:6][CH2:7][CH2:8][CH2:9][CH2:10][CH2:11][CH2:12][CH2:13][CH2:14][CH2:15][CH2:16][CH2:17][CH2:18][CH2:19][CH2:29][C:30]([OH:32])=[O:31], predict the reactants needed to synthesize it. The reactants are: [I:1][C:2]1[CH:25]=[C:24]([I:26])[CH:23]=[C:22]([I:27])[C:3]=1[O:4][CH2:5][CH2:6][CH2:7][CH2:8][CH2:9][CH2:10][CH2:11][CH2:12][CH2:13][CH2:14][CH2:15][CH2:16][CH2:17][CH2:18][C:19](O)=O.C(OCC)(=O)[CH2:29][C:30]([O:32]CC)=[O:31].